From a dataset of Full USPTO retrosynthesis dataset with 1.9M reactions from patents (1976-2016). Predict the reactants needed to synthesize the given product. (1) Given the product [Cl:15][C:12]1[CH:13]=[CH:14][C:9]([O:8][CH2:7][C:6]([OH:5])=[O:18])=[C:10]([C:16]#[C:17][C:22]2[CH:23]=[C:24]([S:26]([CH2:29][CH2:30][C:31]3[CH:32]=[CH:33][CH:34]=[CH:35][CH:36]=3)(=[O:28])=[O:27])[CH:25]=[CH:20][C:21]=2[CH3:37])[CH:11]=1, predict the reactants needed to synthesize it. The reactants are: C([O:5][C:6](=[O:18])[CH2:7][O:8][C:9]1[CH:14]=[CH:13][C:12]([Cl:15])=[CH:11][C:10]=1[C:16]#[CH:17])(C)(C)C.Br[C:20]1[CH:25]=[C:24]([S:26]([CH2:29][CH2:30][C:31]2[CH:36]=[CH:35][CH:34]=[CH:33][CH:32]=2)(=[O:28])=[O:27])[CH:23]=[CH:22][C:21]=1[CH3:37]. (2) Given the product [Br:9][C:4]1[C:5]([CH3:8])=[N:6][N:7]2[C:14]([OH:15])=[C:13]([CH2:18][CH2:17][OH:16])[C:10]([CH3:11])=[N:2][C:3]=12, predict the reactants needed to synthesize it. The reactants are: Br.[NH2:2][C:3]1[NH:7][N:6]=[C:5]([CH3:8])[C:4]=1[Br:9].[C:10]([CH:13]1[CH2:18][CH2:17][O:16][C:14]1=[O:15])(=O)[CH3:11]. (3) Given the product [N:6]1([S:10]([NH:13][C:49](=[O:50])[C:48]2[CH:52]=[C:44]([CH:41]3[CH2:42][CH2:43]3)[C:45]([O:54][CH2:55][C:56]3([F:62])[CH2:57][CH2:58][CH2:59][CH2:60][CH2:61]3)=[CH:46][C:47]=2[F:53])(=[O:12])=[O:11])[CH2:9][CH2:8][CH2:7]1, predict the reactants needed to synthesize it. The reactants are: CS(N)(=O)=O.[N:6]1([S:10]([NH2:13])(=[O:12])=[O:11])[CH2:9][CH2:8][CH2:7]1.C(C1(COC2C(C3CC3)=CC(C(O)=O)=C(F)C=2)C2CC3CC(CC1C3)C2)#N.[CH:41]1([C:44]2[C:45]([O:54][CH2:55][C:56]3([F:62])[CH2:61][CH2:60][CH2:59][CH2:58][CH2:57]3)=[CH:46][C:47]([F:53])=[C:48]([CH:52]=2)[C:49](O)=[O:50])[CH2:43][CH2:42]1. (4) Given the product [ClH:27].[CH2:1]([N:3]([C:16]([C:18]1[CH:23]=[CH:22][N:21]=[CH:20][CH:19]=1)=[O:17])[C:4]1[C:5]([O:14][CH3:15])=[C:6]([CH:11]=[CH:12][CH:13]=1)[C:7]([OH:9])=[O:8])[CH3:2], predict the reactants needed to synthesize it. The reactants are: [CH2:1]([N:3]([C:16]([C:18]1[CH:23]=[CH:22][N:21]=[CH:20][CH:19]=1)=[O:17])[C:4]1[C:5]([O:14][CH3:15])=[C:6]([CH:11]=[CH:12][CH:13]=1)[C:7]([O:9]C)=[O:8])[CH3:2].O.[OH-].[Li+].[ClH:27].